From a dataset of Full USPTO retrosynthesis dataset with 1.9M reactions from patents (1976-2016). Predict the reactants needed to synthesize the given product. (1) Given the product [Br:1][C:2]1[CH:7]=[CH:6][C:5]2[S:8](=[O:9])(=[O:10])[N:11]([CH:12]3[CH2:17][CH2:16][O:15][CH2:14][CH2:13]3)[CH2:18][C:4]=2[CH:3]=1, predict the reactants needed to synthesize it. The reactants are: [Br:1][C:2]1[CH:7]=[CH:6][C:5]([S:8]([NH:11][CH:12]2[CH2:17][CH2:16][O:15][CH2:14][CH2:13]2)(=[O:10])=[O:9])=[C:4]([CH3:18])[CH:3]=1.BrC1C=CC(S(NC2CCOCC2)(=O)=O)=C(CBr)C=1.C(=O)(O)[O-].[Na+]. (2) Given the product [Cl:15][C:10]1[CH:9]=[CH:8][C:7]2[N:6]([CH2:28][CH2:27][CH2:26][C:25]([O:24][CH3:23])=[O:30])[C:5]3[C:13]([C:12]=2[CH:11]=1)=[CH:14][C:2]([Cl:1])=[CH:3][CH:4]=3, predict the reactants needed to synthesize it. The reactants are: [Cl:1][C:2]1[CH:3]=[CH:4][C:5]2[NH:6][C:7]3[C:12]([C:13]=2[CH:14]=1)=[CH:11][C:10]([Cl:15])=[CH:9][CH:8]=3.[H-].[Na+].CN(C=O)C.[CH3:23][O:24][C:25](=[O:30])[CH2:26][CH2:27][CH2:28]Br. (3) The reactants are: C(N[C:5]1[C:14]2[C:9](=[CH:10][C:11]([O:15][CH3:16])=[CH:12][CH:13]=2)[C:8]([C:17]2[CH:22]=[CH:21][CH:20]=[CH:19][CH:18]=2)=[C:7]([C:23]#[N:24])[N:6]=1)C=C.[OH:25][C@@H:26]1[C@@H:30]([OH:31])[CH2:29][NH:28][CH2:27]1. Given the product [OH:25][C@@H:26]1[C@@H:30]([OH:31])[CH2:29][N:28]([C:5]2[C:14]3[C:9](=[CH:10][C:11]([O:15][CH3:16])=[CH:12][CH:13]=3)[C:8]([C:17]3[CH:22]=[CH:21][CH:20]=[CH:19][CH:18]=3)=[C:7]([C:23]#[N:24])[N:6]=2)[CH2:27]1, predict the reactants needed to synthesize it. (4) Given the product [F:1][C:2]1[CH:3]=[C:4]([CH:32]=[CH:33][CH:34]=1)[CH2:5][O:6][C:7]1[CH:30]=[CH:29][C:10]([NH:11][C:12]2[C:21]3[C:16](=[CH:17][CH:18]=[C:19]([C:22]4([CH2:45][NH:44][CH2:43][C:42](=[S:39](=[O:40])=[O:41])[CH:54]([CH3:58])[CH3:55])[CH2:23][CH:24]=[CH:25][O:26]4)[CH:20]=3)[N:15]=[CH:14][N:13]=2)=[CH:9][C:8]=1[Cl:31], predict the reactants needed to synthesize it. The reactants are: [F:1][C:2]1[CH:3]=[C:4]([CH:32]=[CH:33][CH:34]=1)[CH2:5][O:6][C:7]1[CH:30]=[CH:29][C:10]([NH:11][C:12]2[C:21]3[C:16](=[CH:17][CH:18]=[C:19]([C:22]4[O:26][C:25](C=O)=[CH:24][CH:23]=4)[CH:20]=3)[N:15]=[CH:14][N:13]=2)=[CH:9][C:8]=1[Cl:31].Cl.C([S:39]([CH2:42][CH2:43][NH2:44])(=[O:41])=[O:40])(C)C.[CH3:45]CN(CC)CC.[BH4-].[Na+].[CH2:54]1[CH2:58]OC[CH2:55]1.CO. (5) Given the product [NH2:31][C:19]1[N:18]=[C:17]([NH:16][CH2:15][CH2:14][CH2:13][NH:12][S:8]([C:4]2[CH:5]=[CH:6][CH:7]=[C:2]([F:1])[CH:3]=2)(=[O:10])=[O:9])[CH:22]=[C:21]([C:23]2[CH:28]=[CH:27][CH:26]=[C:25]([CH3:29])[C:24]=2[CH3:30])[N:20]=1, predict the reactants needed to synthesize it. The reactants are: [F:1][C:2]1[CH:3]=[C:4]([S:8](Cl)(=[O:10])=[O:9])[CH:5]=[CH:6][CH:7]=1.[NH2:12][CH2:13][CH2:14][CH2:15][NH:16][C:17]1[CH:22]=[C:21]([C:23]2[CH:28]=[CH:27][CH:26]=[C:25]([CH3:29])[C:24]=2[CH3:30])[N:20]=[C:19]([NH2:31])[N:18]=1. (6) Given the product [ClH:36].[NH:26]1[CH2:29][CH:28]([N:30]2[CH2:35][CH2:34][N:33]([C:2]3[CH:10]=[C:9]4[C:5]([C:6]([O:17][CH3:18])=[N:7][N:8]4[C:11]4[CH:16]=[CH:15][CH:14]=[CH:13][CH:12]=4)=[CH:4][CH:3]=3)[CH2:32][CH2:31]2)[CH2:27]1, predict the reactants needed to synthesize it. The reactants are: Br[C:2]1[CH:10]=[C:9]2[C:5]([C:6]([O:17][CH3:18])=[N:7][N:8]2[C:11]2[CH:16]=[CH:15][CH:14]=[CH:13][CH:12]=2)=[CH:4][CH:3]=1.C(OC([N:26]1[CH2:29][CH:28]([N:30]2[CH2:35][CH2:34][NH:33][CH2:32][CH2:31]2)[CH2:27]1)=O)(C)(C)C.[ClH:36]. (7) Given the product [N:10]1([S:7]([CH2:6][C:18](=[O:20])[CH3:19])(=[O:9])=[O:8])[CH2:14][CH2:13][CH2:12][CH2:11]1, predict the reactants needed to synthesize it. The reactants are: [Li]CCCC.[CH3:6][S:7]([N:10]1[CH2:14][CH2:13][CH2:12][CH2:11]1)(=[O:9])=[O:8].CON(C)[C:18](=[O:20])[CH3:19].Cl. (8) Given the product [CH2:20]([C:15]1[CH:16]=[C:17]2[C:12](=[CH:13][CH:14]=1)[NH:11][C:10](=[O:22])[N:9]([CH2:8][CH2:7][C:1]1[CH:6]=[CH:5][CH:4]=[CH:3][CH:2]=1)[C:18]2=[O:19])[CH3:21], predict the reactants needed to synthesize it. The reactants are: [C:1]1([CH2:7][CH2:8][N:9]2[C:18](=[O:19])[C:17]3[C:12](=[CH:13][CH:14]=[C:15]([CH:20]=[CH2:21])[CH:16]=3)[NH:11][C:10]2=[O:22])[CH:6]=[CH:5][CH:4]=[CH:3][CH:2]=1. (9) Given the product [CH2:21]([O:23][C:2]1[CH:7]=[CH:6][CH:5]=[C:4]([F:8])[C:3]=1[N:9]1[CH:17]=[CH:18][C:19]([NH2:20])=[N:10]1)[CH3:22], predict the reactants needed to synthesize it. The reactants are: F[C:2]1[CH:7]=[CH:6][CH:5]=[C:4]([F:8])[C:3]=1[NH:9][NH2:10].C[O-].[Na+].C(O[CH:17]=[CH:18][C:19]#[N:20])C.[CH2:21]([OH:23])[CH3:22].